Predict the product of the given reaction. From a dataset of Forward reaction prediction with 1.9M reactions from USPTO patents (1976-2016). (1) Given the reactants [Br:1][C:2]1[CH:10]=[CH:9][C:5]([C:6]([OH:8])=[O:7])=[C:4]([CH3:11])[CH:3]=1.IC.[C:14](=O)([O-])[O-].[K+].[K+], predict the reaction product. The product is: [Br:1][C:2]1[CH:10]=[CH:9][C:5]([C:6]([O:8][CH3:14])=[O:7])=[C:4]([CH3:11])[CH:3]=1. (2) Given the reactants [CH2:1]([O:5][CH2:6][CH2:7][O:8][C:9]1[CH:14]=[CH:13][C:12]([C:15]2[CH:20]=[CH:19][C:18]([N:21]3[CH2:25][CH:24]([CH3:26])[CH:23]([CH3:27])[CH2:22]3)=[C:17](/[CH:28]=[C:29](\[CH3:33])/[C:30](O)=[O:31])[CH:16]=2)=[CH:11][CH:10]=1)[CH2:2][CH2:3][CH3:4].CN(C=O)C.C(Cl)(=O)C(Cl)=O.[CH2:45]([N:48]1[C:52]([CH2:53][S:54]([C:56]2[CH:62]=[CH:61][C:59]([NH2:60])=[CH:58][CH:57]=2)=[O:55])=[CH:51][N:50]=[CH:49]1)[CH2:46][CH3:47], predict the reaction product. The product is: [CH2:1]([O:5][CH2:6][CH2:7][O:8][C:9]1[CH:10]=[CH:11][C:12]([C:15]2[CH:20]=[CH:19][C:18]([N:21]3[CH2:25][CH:24]([CH3:26])[CH:23]([CH3:27])[CH2:22]3)=[C:17](/[CH:28]=[C:29](\[CH3:33])/[C:30]([NH:60][C:59]3[CH:58]=[CH:57][C:56]([S@:54]([CH2:53][C:52]4[N:48]([CH2:45][CH2:46][CH3:47])[CH:49]=[N:50][CH:51]=4)=[O:55])=[CH:62][CH:61]=3)=[O:31])[CH:16]=2)=[CH:13][CH:14]=1)[CH2:2][CH2:3][CH3:4]. (3) Given the reactants [C:1]([C:3]1[CH:4]=[C:5]([NH:9][C:10]([C:12]2[N:16]([CH3:17])[N:15]=[C:14]([CH3:18])[CH:13]=2)=[O:11])[CH:6]=[CH:7][CH:8]=1)#[CH:2].Br[C:20]1[CH:21]=[N:22][CH:23]=[C:24]([CH:28]=1)[C:25]([OH:27])=[O:26].CCN(CC)CC, predict the reaction product. The product is: [CH3:17][N:16]1[C:12]([C:10]([NH:9][C:5]2[CH:4]=[C:3]([C:1]#[C:2][C:20]3[CH:21]=[N:22][CH:23]=[C:24]([CH:28]=3)[C:25]([OH:27])=[O:26])[CH:8]=[CH:7][CH:6]=2)=[O:11])=[CH:13][C:14]([CH3:18])=[N:15]1. (4) Given the reactants [C:1]12([NH2:11])[CH2:10][CH:5]3[CH2:6][CH:7]([CH2:9][CH:3]([CH2:4]3)[CH2:2]1)[CH2:8]2.Br[CH2:13][C:14]([C:16]1[S:17][CH:18]=[CH:19][CH:20]=1)=[O:15], predict the reaction product. The product is: [C:1]12([NH:11][CH2:13][C:14]([C:16]3[S:17][CH:18]=[CH:19][CH:20]=3)=[O:15])[CH2:8][CH:7]3[CH2:6][CH:5]([CH2:4][CH:3]([CH2:9]3)[CH2:2]1)[CH2:10]2. (5) Given the reactants [CH3:1][C:2]1[CH:7]=[C:6]([C:8]2[CH:9]=[CH:10][C:11]3[N:17]4[CH2:18][C@H:14]([CH2:15][CH2:16]4)[NH:13][C:12]=3[N:19]=2)[CH:5]=[CH:4][N:3]=1.ClC(Cl)(O[C:24](=[O:30])OC(Cl)(Cl)Cl)Cl.C(N(CC)CC)C.[NH:39]1[C:47]2[C:42](=[N:43][C:44]([NH2:48])=[CH:45][CH:46]=2)[CH:41]=[N:40]1, predict the reaction product. The product is: [CH3:1][C:2]1[CH:7]=[C:6]([C:8]2[CH:9]=[CH:10][C:11]3[N:17]4[CH2:18][C@H:14]([CH2:15][CH2:16]4)[N:13]([C:24]([NH:48][C:44]4[N:43]=[C:42]5[CH:41]=[N:40][NH:39][C:47]5=[CH:46][CH:45]=4)=[O:30])[C:12]=3[N:19]=2)[CH:5]=[CH:4][N:3]=1. (6) Given the reactants P([O-])([O-])([O-])=O.[K+].[K+].[K+].Br[C:10]1[C:11]([NH:21][C@H:22]2[CH2:27][CH2:26][C@H:25]([OH:28])[CH2:24][CH2:23]2)=[N:12][C:13]([NH:16][CH2:17][CH2:18][CH2:19][CH3:20])=[N:14][CH:15]=1.C[O:30][C:31]1[CH:32]=[CH:33][CH:34]=[C:35]([O:56]C)C=1C1C=CC=CC=1P(C1CCCCC1)C1CCCCC1.C(C1OC(B(O)O)=CC=1)=O, predict the reaction product. The product is: [CH2:17]([NH:16][C:13]1[N:12]=[C:11]([NH:21][C@H:22]2[CH2:27][CH2:26][C@H:25]([OH:28])[CH2:24][CH2:23]2)[C:10]([C:31]2[O:30][C:34]([CH:35]=[O:56])=[CH:33][CH:32]=2)=[CH:15][N:14]=1)[CH2:18][CH2:19][CH3:20]. (7) Given the reactants Cl[S:2]([C:5]1[CH:6]=[C:7]([CH:11]=[CH:12][C:13]=1[NH:14][CH3:15])[C:8]([OH:10])=[O:9])(=[O:4])=[O:3].[CH3:16][NH:17][CH2:18][C:19]([O:21][CH3:22])=[O:20], predict the reaction product. The product is: [CH3:22][O:21][C:19](=[O:20])[CH2:18][N:17]([CH3:16])[S:2]([C:5]1[CH:6]=[C:7]([CH:11]=[CH:12][C:13]=1[NH:14][CH3:15])[C:8]([OH:10])=[O:9])(=[O:4])=[O:3]. (8) Given the reactants [NH2:1][C@H:2]1[CH2:7][CH2:6][C@H:5]([NH:8][C:9](=[O:15])[O:10][C:11]([CH3:14])([CH3:13])[CH3:12])[CH2:4][CH2:3]1.Cl[C:17]1[CH:22]=[CH:21][CH:20]=[CH:19][C:18]=1[N+:23]([O-:25])=[O:24].C([O-])([O-])=O.[K+].[K+], predict the reaction product. The product is: [N+:23]([C:18]1[CH:19]=[CH:20][CH:21]=[CH:22][C:17]=1[NH:1][C@H:2]1[CH2:7][CH2:6][C@H:5]([NH:8][C:9](=[O:15])[O:10][C:11]([CH3:12])([CH3:14])[CH3:13])[CH2:4][CH2:3]1)([O-:25])=[O:24]. (9) The product is: [S:1]1[CH:5]=[CH:4][CH:3]=[C:2]1[CH2:6][CH2:7][NH:8][C:15]([CH:9]1[CH2:14][CH2:13][CH2:12][CH2:11][CH2:10]1)=[O:16]. Given the reactants [S:1]1[CH:5]=[CH:4][CH:3]=[C:2]1[CH2:6][CH2:7][NH2:8].[CH:9]1([C:15](Cl)=[O:16])[CH2:14][CH2:13][CH2:12][CH2:11][CH2:10]1.C(O)C(N)(CO)CO, predict the reaction product. (10) Given the reactants [CH2:1]([C:3]1[CH:8]=[CH:7][C:6]([C:9]2[C:10]([C:20]#[N:21])=[C:11]([OH:19])[C:12]([O:17]C)=[CH:13][C:14]=2[C:15]#[N:16])=[CH:5][CH:4]=1)[CH3:2].BrC1C(C#N)=C(O)C(OC)=CC=1C#N.C(C1C=CC(B(O)O)=CC=1)C, predict the reaction product. The product is: [CH2:1]([C:3]1[CH:4]=[CH:5][C:6]([C:9]2[C:10]([C:20]#[N:21])=[C:11]([OH:19])[C:12]([OH:17])=[CH:13][C:14]=2[C:15]#[N:16])=[CH:7][CH:8]=1)[CH3:2].